This data is from Full USPTO retrosynthesis dataset with 1.9M reactions from patents (1976-2016). The task is: Predict the reactants needed to synthesize the given product. (1) The reactants are: [N+:1]([C:4]1[CH:5]=[N:6][C:7]2[CH2:8][CH2:9][CH2:10][CH2:11][C:12]=2[CH:13]=1)([O-])=O.[C:14](OCC)(=[O:16])[CH3:15]. Given the product [N:6]1[C:7]2[CH2:8][CH2:9][CH2:10][CH2:11][C:12]=2[CH:13]=[C:4]([NH:1][C:14](=[O:16])[CH3:15])[CH:5]=1, predict the reactants needed to synthesize it. (2) Given the product [Cl:1][C:2]1[CH:3]=[CH:4][C:5]2[N:18]=[C:22]([C:21]([O:20][CH3:19])=[O:26])[N:9]3[C:10]4[CH:11]=[CH:12][CH:13]=[C:14]([F:17])[C:15]=4[CH:16]=[C:8]3[C:6]=2[N:7]=1, predict the reactants needed to synthesize it. The reactants are: [Cl:1][C:2]1[N:7]=[C:6]([C:8]2[NH:9][C:10]3[C:15]([CH:16]=2)=[C:14]([F:17])[CH:13]=[CH:12][CH:11]=3)[C:5]([NH2:18])=[CH:4][CH:3]=1.[CH3:19][O:20][C:21](OC)([O:26]C)[C:22](OC)=O.Cl. (3) Given the product [Cl:1][C:2]1[CH:10]=[CH:9][C:5]([C:6]([O:8][CH3:19])=[O:7])=[CH:4][C:3]=1[S:11]([CH3:14])(=[O:12])=[O:13], predict the reactants needed to synthesize it. The reactants are: [Cl:1][C:2]1[CH:10]=[CH:9][C:5]([C:6]([OH:8])=[O:7])=[CH:4][C:3]=1[S:11]([CH3:14])(=[O:13])=[O:12].S(Cl)(Cl)=O.[CH3:19]O. (4) Given the product [C:5]1([C:3]2([CH2:2][OH:1])[O:13][CH2:12][CH2:11][O:4]2)[CH:10]=[CH:9][CH:8]=[CH:7][CH:6]=1, predict the reactants needed to synthesize it. The reactants are: [OH:1][CH2:2][C:3]([C:5]1[CH:10]=[CH:9][CH:8]=[CH:7][CH:6]=1)=[O:4].[CH2:11](O)[CH2:12][OH:13]. (5) The reactants are: Br[C:2](=[C:16]1[CH2:21][CH2:20][N:19]([CH2:22][CH2:23][CH2:24][CH3:25])[CH2:18][CH2:17]1)[C:3]1[CH:15]=[CH:14][C:6]([C:7]([N:9]([CH2:12][CH3:13])[CH2:10][CH3:11])=[O:8])=[CH:5][CH:4]=1.[NH2:26][C:27]1[CH:32]=[CH:31][CH:30]=[CH:29][C:28]=1B(O)O.C([O-])([O-])=O.[Na+].[Na+]. Given the product [NH2:26][C:27]1[CH:32]=[CH:31][CH:30]=[CH:29][C:28]=1[C:2](=[C:16]1[CH2:21][CH2:20][N:19]([CH2:22][CH2:23][CH2:24][CH3:25])[CH2:18][CH2:17]1)[C:3]1[CH:15]=[CH:14][C:6]([C:7]([N:9]([CH2:12][CH3:13])[CH2:10][CH3:11])=[O:8])=[CH:5][CH:4]=1, predict the reactants needed to synthesize it. (6) Given the product [CH3:18][O:19][C:10]1[CH:9]=[C:8]2[C:4]([C:5]([CH:11]3[CH2:15][C:14](=[O:16])[NH:13][C:12]3=[O:17])=[CH:6][NH:7]2)=[CH:3][CH:2]=1, predict the reactants needed to synthesize it. The reactants are: F[C:2]1[CH:3]=[C:4]2[C:8](=[CH:9][CH:10]=1)[NH:7][CH:6]=[C:5]2[CH:11]1[CH2:15][C:14](=[O:16])[NH:13][C:12]1=[O:17].[CH3:18][O:19]C1C=C2C(C=CN2)=CC=1.C1(=O)NC(=O)C=C1.